Dataset: Forward reaction prediction with 1.9M reactions from USPTO patents (1976-2016). Task: Predict the product of the given reaction. (1) Given the reactants Br[C:2]1[CH:3]=[N+:4]([O-])[CH:5]=[CH:6][C:7]=1[N+:8]([O-:10])=[O:9].[F:12][C:13]1[CH:20]=[CH:19][C:16]([CH2:17][NH2:18])=[CH:15][CH:14]=1, predict the reaction product. The product is: [F:12][C:13]1[CH:20]=[CH:19][C:16]([CH2:17][NH:18][C:2]2[CH:3]=[N:4][CH:5]=[CH:6][C:7]=2[N+:8]([O-:10])=[O:9])=[CH:15][CH:14]=1. (2) Given the reactants Cl[C:2]1[N:3]=[CH:4][C:5]2[N:11]([CH2:12][CH2:13][CH3:14])[C:10](=[O:15])[C:9]([F:17])([F:16])[CH2:8][N:7]([CH:18]3[CH2:22][CH2:21][CH2:20][CH2:19]3)[C:6]=2[N:23]=1.[NH2:24][C:25]1[CH:39]=[CH:38][C:28]([C:29]([NH:31][CH:32]2[CH2:37][CH2:36][O:35][CH2:34][CH2:33]2)=[O:30])=[CH:27][CH:26]=1.O.C1(C)C=CC(S(O)(=O)=O)=CC=1, predict the reaction product. The product is: [CH:18]1([N:7]2[CH2:8][C:9]([F:17])([F:16])[C:10](=[O:15])[N:11]([CH2:12][CH2:13][CH3:14])[C:5]3[CH:4]=[N:3][C:2]([NH:24][C:25]4[CH:26]=[CH:27][C:28]([C:29]([NH:31][CH:32]5[CH2:37][CH2:36][O:35][CH2:34][CH2:33]5)=[O:30])=[CH:38][CH:39]=4)=[N:23][C:6]2=3)[CH2:22][CH2:21][CH2:20][CH2:19]1. (3) The product is: [NH2:1][C@H:2]([C:56]1[CH:61]=[CH:60][CH:59]=[CH:58][CH:57]=1)[C:3]([N:5]1[CH2:9][C@@H:8]([CH2:10][O:11][CH3:12])[CH2:7][C@H:6]1[C:13]1[NH:17][C:16]2[C:18]3[C:23]([CH:24]=[CH:25][C:15]=2[N:14]=1)=[CH:22][C:21]1[C:26]2[C:29]([CH2:30][O:63][C:20]=1[CH:19]=3)=[CH:28][C:53]([C:32]1[NH:33][C:34]([C@@H:36]3[CH2:40][CH2:39][CH2:38][N:37]3[C:42](=[O:52])[C@@H:43]([NH:47][C:48](=[O:51])[O:49][CH3:50])[CH:44]([CH3:45])[CH3:46])=[N:35][CH:31]=1)=[CH:54][CH:55]=2)=[O:4]. Given the reactants [NH2:1][C@H:2]([C:56]1[CH:61]=[CH:60][CH:59]=[CH:58][CH:57]=1)[C:3]([N:5]1[CH2:9][C@@H:8]([CH2:10][O:11][CH3:12])[CH2:7][C@H:6]1[C:13]1[NH:17][C:16]2[C:18]3[C:23]([CH:24]=[CH:25][C:15]=2[N:14]=1)=[CH:22][C:21]([C:26]1C=[C:28]2[C:53](=[CH:54][CH:55]=1)[C:32]1[NH:33][C:34]([C@@H:36]4[CH2:40][C@H:39](C)[CH2:38][N:37]4[C:42](=[O:52])[C@@H:43]([NH:47][C:48](=[O:51])[O:49][CH3:50])[CH:44]([CH3:46])[CH3:45])=[N:35][C:31]=1[CH:30]=[CH:29]2)=[CH:20][CH:19]=3)=[O:4].C[O:63]C(N[C@@H](C(C)C)C(N1C[C@@H](C)C[C@H]1C1NC2C3C(C=CC=2N=1)=CC(C1C=C2C(=CC=1)C1NC([C@@H]4C[C@H](COC)CN4C(OC(C)(C)C)=O)=NC=1C=C2)=CC=3)=O)=O, predict the reaction product.